This data is from NCI-60 drug combinations with 297,098 pairs across 59 cell lines. The task is: Regression. Given two drug SMILES strings and cell line genomic features, predict the synergy score measuring deviation from expected non-interaction effect. Drug 1: C1=C(C(=O)NC(=O)N1)N(CCCl)CCCl. Drug 2: COC1=C2C(=CC3=C1OC=C3)C=CC(=O)O2. Cell line: COLO 205. Synergy scores: CSS=41.5, Synergy_ZIP=-1.66, Synergy_Bliss=-6.79, Synergy_Loewe=-9.90, Synergy_HSA=-5.84.